This data is from Forward reaction prediction with 1.9M reactions from USPTO patents (1976-2016). The task is: Predict the product of the given reaction. Given the reactants C1(P(C2C=CC=CC=2)C2C=CC=CC=2)C=CC=CC=1.[F:20][C:21]1[CH:26]=[CH:25][C:24]([NH:27][C:28]2[N:29]([CH3:50])[C:30]3[C:39]4[C:38](=[O:40])[NH:37][C:36]([CH:41](OC(=O)C)[CH:42]=[CH2:43])=[C:35]([CH3:48])[C:34]=4[CH:33]=[CH:32][C:31]=3[N:49]=2)=[C:23]([CH3:51])[CH:22]=1.[N-:52]=[N+]=[N-].[Na+].[OH-].[NH4+], predict the reaction product. The product is: [NH2:52][CH2:43][CH:42]=[CH:41][C:36]1[NH:37][C:38](=[O:40])[C:39]2[C:30]3[N:29]([CH3:50])[C:28]([NH:27][C:24]4[CH:25]=[CH:26][C:21]([F:20])=[CH:22][C:23]=4[CH3:51])=[N:49][C:31]=3[CH:32]=[CH:33][C:34]=2[C:35]=1[CH3:48].